Dataset: Forward reaction prediction with 1.9M reactions from USPTO patents (1976-2016). Task: Predict the product of the given reaction. (1) Given the reactants Br[C:2]1[CH:3]=[C:4]2[C@:15]3([CH2:19][O:18][C:17]([NH2:20])=[N:16]3)[C:14]3[C:9](=[CH:10][CH:11]=[C:12]([C:21]4[CH:22]=[N:23][CH:24]=[CH:25][CH:26]=4)[CH:13]=3)[O:8][C:5]2=[N:6][CH:7]=1.[CH3:27][CH:28]([CH2:31][CH3:32])[CH2:29][SH:30].CC1(C)C2C=CC=C(P(C3C=CC=CC=3)C3C=CC=CC=3)C=2OC2C1=CC=CC=2P(C1C=CC=CC=1)C1C=CC=CC=1, predict the reaction product. The product is: [CH3:27][CH:28]([CH2:31][CH3:32])[CH2:29][S:30][C:2]1[CH:3]=[C:4]2[C@:15]3([CH2:19][O:18][C:17]([NH2:20])=[N:16]3)[C:14]3[C:9](=[CH:10][CH:11]=[C:12]([C:21]4[CH:22]=[N:23][CH:24]=[CH:25][CH:26]=4)[CH:13]=3)[O:8][C:5]2=[N:6][CH:7]=1. (2) Given the reactants [N:1]([C@@H:4]1[CH2:9][CH2:8][CH2:7][CH2:6][C@@H:5]1[N:10]1[C:14]([C:15]2[CH:20]=[CH:19][CH:18]=[CH:17][CH:16]=2)=[C:13]([C:21]([N:23]2[CH2:28][CH2:27][N:26]([C:29]([O:31][C:32]([CH3:35])([CH3:34])[CH3:33])=[O:30])[CH2:25][C@H:24]2[CH2:36][C:37]2[CH:42]=[CH:41][CH:40]=[CH:39][CH:38]=2)=[O:22])[N:12]=[CH:11]1)=[N+]=[N-], predict the reaction product. The product is: [NH2:1][C@@H:4]1[CH2:9][CH2:8][CH2:7][CH2:6][C@@H:5]1[N:10]1[C:14]([C:15]2[CH:20]=[CH:19][CH:18]=[CH:17][CH:16]=2)=[C:13]([C:21]([N:23]2[CH2:28][CH2:27][N:26]([C:29]([O:31][C:32]([CH3:35])([CH3:33])[CH3:34])=[O:30])[CH2:25][C@H:24]2[CH2:36][C:37]2[CH:38]=[CH:39][CH:40]=[CH:41][CH:42]=2)=[O:22])[N:12]=[CH:11]1. (3) The product is: [CH3:1][O:2][C:3]1[CH:4]=[C:5]([CH2:6][OH:7])[CH:8]=[CH:9][C:10]=1[O:11][CH2:12][C:13]1[C:14]([CH3:24])=[N:15][N:16]([C:18]2[CH:23]=[CH:22][CH:21]=[CH:20][N:19]=2)[CH:17]=1. Given the reactants [CH3:1][O:2][C:3]1[CH:4]=[C:5]([CH:8]=[CH:9][C:10]=1[O:11][CH2:12][C:13]1[C:14]([CH3:24])=[N:15][N:16]([C:18]2[CH:23]=[CH:22][CH:21]=[CH:20][N:19]=2)[CH:17]=1)[CH:6]=[O:7].C(O)C.[BH4-].[Na+].O, predict the reaction product. (4) Given the reactants [CH2:1]([O:3][C:4]([C:6]1[NH:7][C:8]2[C:13]([CH:14]=1)=[CH:12][C:11]([O:15]C)=[C:10]([CH3:17])[CH:9]=2)=[O:5])[CH3:2].B(Br)(Br)Br, predict the reaction product. The product is: [CH2:1]([O:3][C:4]([C:6]1[NH:7][C:8]2[C:13]([CH:14]=1)=[CH:12][C:11]([OH:15])=[C:10]([CH3:17])[CH:9]=2)=[O:5])[CH3:2].